From a dataset of Reaction yield outcomes from USPTO patents with 853,638 reactions. Predict the reaction yield, written as a fraction of the theoretical maximum amount of product (1.0 means a 100% yield; for example, 0.34 means a 34% yield). (1) The reactants are [O:1]=[C:2]1[CH2:6][S:5][C:4](=[S:7])[N:3]1[CH2:8][CH2:9][C:10]([OH:12])=O.S(Cl)(Cl)=O.[N+:17]([C:20]1[CH:26]=[CH:25][CH:24]=[CH:23][C:21]=1[NH2:22])([O-:19])=[O:18].O. The catalyst is ClCCl. The product is [N+:17]([C:20]1[CH:26]=[CH:25][CH:24]=[CH:23][C:21]=1[NH:22][C:10](=[O:12])[CH2:9][CH2:8][N:3]1[C:2](=[O:1])[CH2:6][S:5][C:4]1=[S:7])([O-:19])=[O:18]. The yield is 0.840. (2) No catalyst specified. The reactants are [CH3:1][C:2]1[O:6][N:5]=[C:4]([C:7]2[CH:12]=[CH:11][CH:10]=[CH:9][CH:8]=2)[C:3]=1[CH2:13][O:14][C:15]1[CH:23]=[CH:22][C:18]([C:19]([OH:21])=O)=[CH:17][N:16]=1.[NH2:24][C@H:25]([CH2:29][OH:30])[CH:26]([CH3:28])[CH3:27]. The product is [OH:30][CH2:29][C@@H:25]([NH:24][C:19](=[O:21])[C:18]1[CH:22]=[CH:23][C:15]([O:14][CH2:13][C:3]2[C:4]([C:7]3[CH:8]=[CH:9][CH:10]=[CH:11][CH:12]=3)=[N:5][O:6][C:2]=2[CH3:1])=[N:16][CH:17]=1)[CH:26]([CH3:28])[CH3:27]. The yield is 0.860. (3) The reactants are [F-:1].[K+].[N+]([C:6]1[CH:25]=[C:24]([N+:26]([O-:28])=[O:27])[CH:23]=[CH:22][C:7]=1[C:8]([NH:10][CH2:11][C:12]([O:14][CH2:15][C:16]1[CH:21]=[CH:20][CH:19]=[CH:18][CH:17]=1)=[O:13])=[O:9])([O-])=O.C1OCCOCCOCCOCCOCCOC1.O. The catalyst is CS(C)=O. The product is [F:1][C:6]1[CH:25]=[C:24]([N+:26]([O-:28])=[O:27])[CH:23]=[CH:22][C:7]=1[C:8]([NH:10][CH2:11][C:12]([O:14][CH2:15][C:16]1[CH:21]=[CH:20][CH:19]=[CH:18][CH:17]=1)=[O:13])=[O:9]. The yield is 0.460. (4) The reactants are [Br:1][C:2]1[C:7]([F:8])=[CH:6][C:5]([N:9]2[C:18]3[C:13](=[CH:14][C:15]([S:19](Cl)(=[O:21])=[O:20])=[CH:16][CH:17]=3)[N:12]=[CH:11][C:10]2=[O:23])=[C:4]([O:24][CH3:25])[CH:3]=1.ClCCl.[N:29]1[CH:34]=[CH:33][CH:32]=[C:31]([NH2:35])[N:30]=1.N1C=CC=CC=1. The catalyst is CO.CCOC(C)=O. The product is [Br:1][C:2]1[C:7]([F:8])=[CH:6][C:5]([N:9]2[C:18]3[C:13](=[CH:14][C:15]([S:19]([NH:35][C:31]4[N:30]=[N:29][CH:34]=[CH:33][CH:32]=4)(=[O:21])=[O:20])=[CH:16][CH:17]=3)[N:12]=[CH:11][C:10]2=[O:23])=[C:4]([O:24][CH3:25])[CH:3]=1. The yield is 0.222. (5) The reactants are [Br:1][C:2]1[CH:25]=[C:24]2[C:5]([CH2:6][C:7]3([C:17]42[NH:21][C:20](=S)[C:19]([CH3:23])=[N:18]4)[CH2:12][CH2:11][CH:10]([C:13]([F:16])([F:15])[F:14])[CH2:9][CH2:8]3)=[CH:4][CH:3]=1.[NH3:26]. No catalyst specified. The product is [Br:1][C:2]1[CH:25]=[C:24]2[C:5]([CH2:6][C:7]3([C:17]42[N:21]=[C:20]([NH2:26])[C:19]([CH3:23])=[N:18]4)[CH2:12][CH2:11][CH:10]([C:13]([F:16])([F:15])[F:14])[CH2:9][CH2:8]3)=[CH:4][CH:3]=1. The yield is 0.210. (6) The reactants are Br[C:2]1[CH:3]=[C:4]2[C:9](=[CH:10][CH:11]=1)[CH:8]=[C:7]([OH:12])[CH:6]=[CH:5]2.B([C:16]1[CH:24]=[CH:23][C:19]([C:20]([OH:22])=[O:21])=[CH:18][CH:17]=1)(O)O. No catalyst specified. The product is [OH:12][C:7]1[CH:8]=[C:9]2[C:4](=[CH:5][CH:6]=1)[CH:3]=[C:2]([C:16]1[CH:24]=[CH:23][C:19]([C:20]([OH:22])=[O:21])=[CH:18][CH:17]=1)[CH:11]=[CH:10]2. The yield is 0.0700. (7) The reactants are [Cl:1][C:2]([Cl:35])([Cl:34])[CH2:3][O:4][C:5](=[O:33])[NH:6][C:7]1[CH:12]=[CH:11][C:10]([S:13][C:14]2[CH:19]=[CH:18][C:17]([C:20](=[O:29])[NH:21][C:22]3[CH:27]=[CH:26][C:25]([Br:28])=[CH:24][CH:23]=3)=[CH:16][C:15]=2[N+:30]([O-])=O)=[CH:9][CH:8]=1.[Cl-].[NH4+].O1CCCC1.O. The catalyst is C(O)C.[Fe]. The product is [Cl:35][C:2]([Cl:1])([Cl:34])[CH2:3][O:4][C:5](=[O:33])[NH:6][C:7]1[CH:12]=[CH:11][C:10]([S:13][C:14]2[CH:19]=[CH:18][C:17]([C:20](=[O:29])[NH:21][C:22]3[CH:27]=[CH:26][C:25]([Br:28])=[CH:24][CH:23]=3)=[CH:16][C:15]=2[NH2:30])=[CH:9][CH:8]=1. The yield is 0.950. (8) The reactants are [CH3:1][C:2]([O-])([CH3:4])[CH3:3].[K+].O=C1C[CH2:12][CH:11]([CH2:14][C:15]([O:17][CH2:18][CH3:19])=[O:16])[CH2:10]C1. The catalyst is [Br-].C[P+](C1C=CC=CC=1)(C1C=CC=CC=1)C1C=CC=CC=1.C1COCC1. The product is [CH2:1]=[C:2]1[CH2:4][CH2:12][CH:11]([CH2:14][C:15]([O:17][CH2:18][CH3:19])=[O:16])[CH2:10][CH2:3]1. The yield is 0.737.